This data is from Reaction yield outcomes from USPTO patents with 853,638 reactions. The task is: Predict the reaction yield, written as a fraction of the theoretical maximum amount of product (1.0 means a 100% yield; for example, 0.34 means a 34% yield). (1) The reactants are [CH2:1]([CH:8]1N[CH:10]([CH2:12][C:13]2[CH:18]=CC=CC=2)[CH:9]1O)[C:2]1[CH:7]=[CH:6][CH:5]=[CH:4][CH:3]=1.[CH3:20][S:21](Cl)(=[O:23])=[O:22].C([N:27]([CH2:30][CH3:31])[CH2:28]C)C.C1C[O:35]CC1. No catalyst specified. The product is [CH3:20][S:21]([O:23][CH:31]1[CH2:28][N:27]([CH:1]([C:2]2[CH:3]=[CH:4][CH:5]=[CH:6][CH:7]=2)[C:8]2[CH:9]=[CH:10][CH:12]=[CH:13][CH:18]=2)[CH2:30]1)(=[O:35])=[O:22]. The yield is 0.920. (2) The reactants are COC1C=CC(C[N:8]2[CH:12]=[C:11]([C:13]3[CH:18]=[CH:17][N:16]=[C:15]([O:19][C:20]4[CH:21]=[CH:22][C:23]([F:27])=[C:24]([NH2:26])[CH:25]=4)[N:14]=3)[CH:10]=[N:9]2)=CC=1.C(O)(C(F)(F)F)=O. The catalyst is ClCCl. The product is [NH:8]1[CH:12]=[C:11]([C:13]2[CH:18]=[CH:17][N:16]=[C:15]([O:19][C:20]3[CH:21]=[CH:22][C:23]([F:27])=[C:24]([NH2:26])[CH:25]=3)[N:14]=2)[CH:10]=[N:9]1. The yield is 0.430. (3) The reactants are [CH3:1][N:2]([CH:10]1[CH2:15][CH2:14][N:13]([CH3:16])[CH2:12][CH2:11]1)[C:3]1[CH:8]=[CH:7][CH:6]=[C:5]([NH2:9])[N:4]=1.[F:17][C:18]1[CH:26]=[C:25]([F:27])[CH:24]=[C:23]([F:28])[C:19]=1[C:20]([Cl:22])=[O:21]. The catalyst is O1CCOCC1. The product is [ClH:22].[F:17][C:18]1[CH:26]=[C:25]([F:27])[CH:24]=[C:23]([F:28])[C:19]=1[C:20]([NH:9][C:5]1[CH:6]=[CH:7][CH:8]=[C:3]([N:2]([CH3:1])[CH:10]2[CH2:15][CH2:14][N:13]([CH3:16])[CH2:12][CH2:11]2)[N:4]=1)=[O:21]. The yield is 0.800. (4) The catalyst is CCOC(C)=O. The reactants are [NH2:1][C:2]1[C:7]([OH:8])=[CH:6][C:5]([N+:9]([O-:11])=[O:10])=[CH:4][N:3]=1.CN(C)C=O.C(=O)([O-])[O-].[K+].[K+].Br[CH2:24][CH:25]1[O:27][CH2:26]1. The yield is 0.460. The product is [N+:9]([C:5]1[CH:4]=[N:3][C:2]2[NH:1][CH:25]([CH2:26][OH:27])[CH2:24][O:8][C:7]=2[CH:6]=1)([O-:11])=[O:10]. (5) The reactants are [OH-:1].[Na+].O.[NH2:4][NH2:5].[CH:6]1[CH:11]=[CH:10][C:9]([CH2:12][O:13][C:14](Cl)=[O:15])=[CH:8][CH:7]=1.[CH2:17]1[CH2:21][O:20][CH2:19][CH2:18]1. The catalyst is O. The product is [NH:4]([C:19]([O:20][CH2:21][C:17]1[CH:18]=[CH:8][CH:7]=[CH:6][CH:11]=1)=[O:1])[NH:5][C:14]([O:13][CH2:12][C:9]1[CH:10]=[CH:11][CH:6]=[CH:7][CH:8]=1)=[O:15]. The yield is 0.650. (6) The reactants are [CH2:1]1[S:5][C@@H:4]([CH2:6][CH2:7][CH2:8][CH2:9][C:10]([OH:12])=O)[C@H:3]2[NH:13][C:14]([NH:16][C@@H:2]12)=[O:15].F[P-](F)(F)(F)(F)F.N1(OC(N(C)C)=[N+](C)C)C2C=CC=CC=2N=N1.CCN(C(C)C)C(C)C.[C:50]([NH:57][CH2:58][CH2:59][O:60][CH2:61][CH2:62][O:63][CH2:64][CH2:65][NH2:66])([O:52][C:53]([CH3:56])([CH3:55])[CH3:54])=[O:51]. The catalyst is CN(C=O)C. The product is [C:50]([NH:57][CH2:58][CH2:59][O:60][CH2:61][CH2:62][O:63][CH2:64][CH2:65][NH:66][C:10](=[O:12])[CH2:9][CH2:8][CH2:7][CH2:6][C@H:4]1[C@@H:3]2[C@@H:2]([NH:16][C:14]([NH:13]2)=[O:15])[CH2:1][S:5]1)([O:52][C:53]([CH3:56])([CH3:55])[CH3:54])=[O:51]. The yield is 0.900. (7) The reactants are [O:1]=[C:2]1[O:6][CH2:5][C@H:4]([NH:7][C:8](=[O:17])[O:9][CH2:10][C:11]2[CH:16]=[CH:15][CH:14]=[CH:13][CH:12]=2)[CH2:3]1.[CH3:18][NH:19][CH3:20]. The catalyst is C1COCC1. The product is [CH3:18][N:19]([CH3:20])[C:2](=[O:1])[CH2:3][C@@H:4]([NH:7][C:8](=[O:17])[O:9][CH2:10][C:11]1[CH:16]=[CH:15][CH:14]=[CH:13][CH:12]=1)[CH2:5][OH:6]. The yield is 0.915.